Dataset: Reaction yield outcomes from USPTO patents with 853,638 reactions. Task: Predict the reaction yield, written as a fraction of the theoretical maximum amount of product (1.0 means a 100% yield; for example, 0.34 means a 34% yield). (1) No catalyst specified. The reactants are Cl[C:2]1[N:7]=[C:6]([N:8]2[CH2:12][C@H:11]([S:13][C:14]([C:27]3[CH:32]=[CH:31][CH:30]=[CH:29][CH:28]=3)([C:21]3[CH:26]=[CH:25][CH:24]=[CH:23][CH:22]=3)[C:15]3[CH:20]=[CH:19][CH:18]=[CH:17][CH:16]=3)[CH2:10][C@H:9]2[CH2:33][O:34][CH2:35][C:36]2[CH:41]=[C:40]([F:42])[C:39](F)=[CH:38][C:37]=2[F:44])[CH:5]=[CH:4][N:3]=1.[CH3:45][OH:46].[H-].[Na+].CN([CH:52]=[O:53])C. The product is [F:44][C:37]1[CH:38]=[C:39]([O:53][CH3:52])[C:40]([F:42])=[CH:41][C:36]=1[CH2:35][O:34][CH2:33][C@@H:9]1[CH2:10][C@@H:11]([S:13][C:14]([C:27]2[CH:32]=[CH:31][CH:30]=[CH:29][CH:28]=2)([C:15]2[CH:20]=[CH:19][CH:18]=[CH:17][CH:16]=2)[C:21]2[CH:26]=[CH:25][CH:24]=[CH:23][CH:22]=2)[CH2:12][N:8]1[C:6]1[CH:5]=[CH:4][N:3]=[C:2]([O:46][CH3:45])[N:7]=1. The yield is 0.540. (2) The reactants are C([Mg]Cl)(C)C.C1COCC1.I[C:12]1[CH:17]=[CH:16][C:15]([I:18])=[CH:14][CH:13]=1.[CH2:19]([O:21][Si:22](OCC)([O:26][CH2:27][CH3:28])[O:23][CH2:24][CH3:25])[CH3:20]. The catalyst is CCOCC. The product is [CH2:19]([O:21][Si:22]([O:26][CH2:27][CH3:28])([O:23][CH2:24][CH3:25])[C:12]1[CH:17]=[CH:16][C:15]([I:18])=[CH:14][CH:13]=1)[CH3:20]. The yield is 0.610.